This data is from Forward reaction prediction with 1.9M reactions from USPTO patents (1976-2016). The task is: Predict the product of the given reaction. The product is: [OH:1][C:2]1[CH:3]=[C:4]([CH:9]=[CH:10][C:11]=1[C:12](=[O:21])[NH:13][O:14][C:15]1[CH:16]=[CH:17][CH:18]=[CH:19][CH:20]=1)[C:5]([OH:7])=[O:6]. Given the reactants [OH:1][C:2]1[CH:3]=[C:4]([CH:9]=[CH:10][C:11]=1[C:12](=[O:21])[NH:13][O:14][C:15]1[CH:20]=[CH:19][CH:18]=[CH:17][CH:16]=1)[C:5]([O:7]C)=[O:6].[Li+].[OH-], predict the reaction product.